Dataset: Forward reaction prediction with 1.9M reactions from USPTO patents (1976-2016). Task: Predict the product of the given reaction. (1) Given the reactants [CH3:1][C:2]([OH:6])([CH:4]=[CH2:5])[CH3:3].C12BC(CCC1)CCC2.[OH-].[Na+].Br[C:19]1[CH:20]=[CH:21][C:22]([N:25]2[CH:29]=[CH:28][C:27]([CH:30]([C:32]3[CH:41]=[CH:40][C:35]4[NH:36][C:37](=[O:39])[S:38][C:34]=4[CH:33]=3)[CH3:31])=[N:26]2)=[N:23][CH:24]=1, predict the reaction product. The product is: [OH:6][C:2]([CH3:3])([CH3:1])[CH2:4][CH2:5][C:19]1[CH:20]=[CH:21][C:22]([N:25]2[CH:29]=[CH:28][C:27]([CH:30]([C:32]3[CH:41]=[CH:40][C:35]4[NH:36][C:37](=[O:39])[S:38][C:34]=4[CH:33]=3)[CH3:31])=[N:26]2)=[N:23][CH:24]=1. (2) Given the reactants [Cl:1][C:2]1[CH:3]=[CH:4][C:5]2[N:11]([C:12](=[O:21])[C:13]3[CH:18]=[CH:17][C:16]([CH:19]=O)=[CH:15][CH:14]=3)[CH2:10][CH2:9][CH2:8][CH:7]([CH2:22][C:23]([N:25]3[CH2:30][CH2:29][N:28]([CH3:31])[CH2:27][CH2:26]3)=[O:24])[C:6]=2[CH:32]=1.[C:33](O)(=O)[CH3:34].[C:37]([BH3-])#[N:38].[Na+], predict the reaction product. The product is: [Cl:1][C:2]1[CH:3]=[CH:4][C:5]2[N:11]([C:12](=[O:21])[C:13]3[CH:14]=[CH:15][C:16]([CH2:19][NH:38][C:37]4[CH:6]=[CH:32][CH:2]=[CH:3][C:33]=4[CH3:34])=[CH:17][CH:18]=3)[CH2:10][CH2:9][CH2:8][CH:7]([CH2:22][C:23]([N:25]3[CH2:30][CH2:29][N:28]([CH3:31])[CH2:27][CH2:26]3)=[O:24])[C:6]=2[CH:32]=1. (3) Given the reactants NC1C=C(OC)C(OC)=CC=1C(C1C=CC=CC=1OC)=O.NC1C(C)=NN(CC=C)C=1Cl.[CH3:33][O:34][C:35]1[C:36]([O:61][CH3:62])=[CH:37][C:38]2[N:44]=[C:43]3[N:45](CC=C)[NH:46][C:47]([CH3:48])=[C:42]3[N:41]=[C:40]([C:52]3[CH:57]=[CH:56][CH:55]=[CH:54][C:53]=3[O:58][CH3:59])[C:39]=2[CH:60]=1.[H-].C([Al+]CC(C)C)C(C)C, predict the reaction product. The product is: [CH3:33][O:34][C:35]1[C:36]([O:61][CH3:62])=[CH:37][C:38]2[N:44]=[C:43]3[NH:45][NH:46][C:47]([CH3:48])=[C:42]3[N:41]=[C:40]([C:52]3[CH:57]=[CH:56][CH:55]=[CH:54][C:53]=3[O:58][CH3:59])[C:39]=2[CH:60]=1.